The task is: Regression. Given a peptide amino acid sequence and an MHC pseudo amino acid sequence, predict their binding affinity value. This is MHC class I binding data.. This data is from Peptide-MHC class I binding affinity with 185,985 pairs from IEDB/IMGT. (1) The peptide sequence is FLFLAWIMLL. The MHC is HLA-A02:03 with pseudo-sequence HLA-A02:03. The binding affinity (normalized) is 0.628. (2) The peptide sequence is LTRPGSSYF. The MHC is Mamu-A02 with pseudo-sequence Mamu-A02. The binding affinity (normalized) is 1.00. (3) The peptide sequence is RQRHYFDSA. The MHC is HLA-A11:01 with pseudo-sequence HLA-A11:01. The binding affinity (normalized) is 0.213. (4) The binding affinity (normalized) is 0.387. The peptide sequence is QVVMTSLAL. The MHC is HLA-B07:02 with pseudo-sequence HLA-B07:02. (5) The peptide sequence is ITFHNQRDF. The MHC is HLA-B08:01 with pseudo-sequence HLA-B08:01. The binding affinity (normalized) is 0.0847. (6) The peptide sequence is KFMLNVSYL. The MHC is H-2-Db with pseudo-sequence H-2-Db. The binding affinity (normalized) is 0.680. (7) The peptide sequence is MAAAAFPAL. The MHC is HLA-B51:01 with pseudo-sequence HLA-B51:01. The binding affinity (normalized) is 0.506. (8) The peptide sequence is ENAVWDQCK. The MHC is HLA-A33:01 with pseudo-sequence HLA-A33:01. The binding affinity (normalized) is 0.0253. (9) The peptide sequence is VQMMIMIKFM. The MHC is HLA-A02:03 with pseudo-sequence HLA-A02:03. The binding affinity (normalized) is 0.149. (10) The peptide sequence is NRFSVAYML. The MHC is HLA-B27:05 with pseudo-sequence HLA-B27:05. The binding affinity (normalized) is 0.789.